From a dataset of Peptide-MHC class I binding affinity with 185,985 pairs from IEDB/IMGT. Regression. Given a peptide amino acid sequence and an MHC pseudo amino acid sequence, predict their binding affinity value. This is MHC class I binding data. (1) The peptide sequence is HMIVSKQER. The MHC is HLA-A33:01 with pseudo-sequence HLA-A33:01. The binding affinity (normalized) is 0.163. (2) The peptide sequence is SLSLGAHQK. The MHC is HLA-B08:01 with pseudo-sequence HLA-B08:01. The binding affinity (normalized) is 0. (3) The peptide sequence is VLWAHGFEL. The MHC is HLA-A68:01 with pseudo-sequence HLA-A68:01. The binding affinity (normalized) is 0. (4) The peptide sequence is NWKAHVIPML. The MHC is H-2-Kd with pseudo-sequence H-2-Kd. The binding affinity (normalized) is 0. (5) The peptide sequence is YLSSWTPVV. The MHC is HLA-A69:01 with pseudo-sequence HLA-A69:01. The binding affinity (normalized) is 0.534. (6) The peptide sequence is NPVASSLKW. The MHC is Mamu-B17 with pseudo-sequence Mamu-B17. The binding affinity (normalized) is 0.185.